Dataset: Reaction yield outcomes from USPTO patents with 853,638 reactions. Task: Predict the reaction yield, written as a fraction of the theoretical maximum amount of product (1.0 means a 100% yield; for example, 0.34 means a 34% yield). The catalyst is CN(C)C=O. The yield is 0.710. The product is [I:20][C:12]1[C:13]([O:19][CH2:29][C:28]#[CH:27])=[CH:14][C:15]([CH:16]([CH3:18])[CH3:17])=[C:10]([CH:11]=1)[O:9][C:5]1[C:6]([NH2:8])=[N:7][C:2]([NH2:1])=[N:3][CH:4]=1. The reactants are [NH2:1][C:2]1[N:7]=[C:6]([NH2:8])[C:5]([O:9][C:10]2[C:15]([CH:16]([CH3:18])[CH3:17])=[CH:14][C:13]([OH:19])=[C:12]([I:20])[CH:11]=2)=[CH:4][N:3]=1.C(=O)([O-])[O-].[K+].[K+].[CH2:27](Cl)[C:28]#[CH:29].